From a dataset of Full USPTO retrosynthesis dataset with 1.9M reactions from patents (1976-2016). Predict the reactants needed to synthesize the given product. (1) Given the product [CH3:23][N:22]([CH3:24])[C:21]1[CH:25]=[CH:26][CH:27]=[C:28]2[C:20]=1[CH:19]=[CH:18][CH:17]=[C:16]2[S:13]([NH:1][C:2]1[S:3][CH:4]=[C:5]([CH2:7][C:8]([O:10][CH2:11][CH3:12])=[O:9])[N:6]=1)(=[O:15])=[O:14], predict the reactants needed to synthesize it. The reactants are: [NH2:1][C:2]1[S:3][CH:4]=[C:5]([CH2:7][C:8]([O:10][CH2:11][CH3:12])=[O:9])[N:6]=1.[S:13](Cl)([C:16]1[C:28]2[CH:27]=[CH:26][CH:25]=[C:21]([N:22]([CH3:24])[CH3:23])[C:20]=2[CH:19]=[CH:18][CH:17]=1)(=[O:15])=[O:14]. (2) Given the product [S:16]1[CH:17]=[CH:18][N:19]=[C:15]1[C:4]1[CH:3]=[C:2]([O:1][CH:39]2[CH2:57][CH:56]3[N:41]([C:42](=[O:62])[CH2:43][CH2:44][CH2:45][CH2:46][CH2:47][CH2:48][CH:49]=[CH:50][CH:51]4[C:53]([C:59]([OH:61])=[O:60])([NH:54][C:55]3=[O:58])[CH2:52]4)[CH2:40]2)[C:11]2[C:6](=[C:7]([CH3:14])[C:8]([O:12][CH3:13])=[CH:9][CH:10]=2)[N:5]=1, predict the reactants needed to synthesize it. The reactants are: [OH:1][C:2]1[C:11]2[C:6](=[C:7]([CH3:14])[C:8]([O:12][CH3:13])=[CH:9][CH:10]=2)[N:5]=[C:4]([C:15]2[S:16][CH:17]=[CH:18][N:19]=2)[CH:3]=1.C(C1N=C(C2C=C(O[CH:39]3[CH2:57][CH:56]4[N:41]([C:42](=[O:62])[CH2:43][CH2:44][CH2:45][CH2:46][CH2:47][CH2:48][CH:49]=[CH:50][CH:51]5[C:53]([C:59]([OH:61])=[O:60])([NH:54][C:55]4=[O:58])[CH2:52]5)[CH2:40]3)C3C(=CC(OC)=CC=3)N=2)SC=1)(C)C. (3) Given the product [NH2:16][CH2:15][CH:14]([CH3:24])[CH2:13][NH:12][S:9]([C:6]1[CH:5]=[CH:4][C:3]([C:1]#[N:2])=[CH:8][CH:7]=1)(=[O:11])=[O:10], predict the reactants needed to synthesize it. The reactants are: [C:1]([C:3]1[CH:8]=[CH:7][C:6]([S:9]([NH:12][CH2:13][CH:14]([CH3:24])[CH2:15][NH:16]C(=O)OC(C)(C)C)(=[O:11])=[O:10])=[CH:5][CH:4]=1)#[N:2].C(O)(C(F)(F)F)=O. (4) Given the product [CH2:1]([C:3]1[CH:8]=[C:7]([N+:9]([O-:11])=[O:10])[C:6]([O:12][CH2:13][CH3:14])=[CH:5][C:4]=1[N:25]1[CH2:26][CH2:27][CH:22]([CH2:21][CH2:20][S:17]([CH3:16])(=[O:19])=[O:18])[CH2:23][CH2:24]1)[CH3:2], predict the reactants needed to synthesize it. The reactants are: [CH2:1]([C:3]1[CH:8]=[C:7]([N+:9]([O-:11])=[O:10])[C:6]([O:12][CH2:13][CH3:14])=[CH:5][C:4]=1F)[CH3:2].[CH3:16][S:17]([CH2:20][CH2:21][CH:22]1[CH2:27][CH2:26][NH:25][CH2:24][CH2:23]1)(=[O:19])=[O:18].C([O-])([O-])=O.[K+].[K+].CS(C)=O. (5) Given the product [C:26]([O:30][C:31]([N:33]1[CH2:38][CH2:37][CH:36]([NH:39][C:18]([C:15]2[C:11]3[N:12]=[CH:13][N:14]=[C:9]([C:6]4[CH:7]=[CH:8][C:3]([O:2][CH3:1])=[CH:4][C:5]=4[O:21][CH2:22][CH2:23][O:24][CH3:25])[C:10]=3[NH:17][CH:16]=2)=[O:19])[CH2:35][CH2:34]1)=[O:32])([CH3:29])([CH3:27])[CH3:28], predict the reactants needed to synthesize it. The reactants are: [CH3:1][O:2][C:3]1[CH:8]=[CH:7][C:6]([C:9]2[C:10]3[NH:17][CH:16]=[C:15]([C:18](O)=[O:19])[C:11]=3[N:12]=[CH:13][N:14]=2)=[C:5]([O:21][CH2:22][CH2:23][O:24][CH3:25])[CH:4]=1.[C:26]([O:30][C:31]([N:33]1[CH2:38][CH2:37][CH:36]([NH2:39])[CH2:35][CH2:34]1)=[O:32])([CH3:29])([CH3:28])[CH3:27]. (6) Given the product [O:1]=[C:2]1[NH:10][C:5]2=[N:6][CH:7]=[CH:8][CH:9]=[C:4]2[N:3]1[CH:11]1[CH2:16][CH2:15][N:14]([C:17]2[N:22]=[CH:21][N:20]=[C:19]([C:23]([N:27]3[C:35]4[C:30](=[CH:31][CH:32]=[CH:33][CH:34]=4)[CH2:29][CH:28]3[C:36]([O:38][CH2:39][CH3:40])=[O:37])=[O:25])[CH:18]=2)[CH2:13][CH2:12]1, predict the reactants needed to synthesize it. The reactants are: [O:1]=[C:2]1[NH:10][C:5]2=[N:6][CH:7]=[CH:8][CH:9]=[C:4]2[N:3]1[CH:11]1[CH2:16][CH2:15][N:14]([C:17]2[N:22]=[CH:21][N:20]=[C:19]([C:23]([OH:25])=O)[CH:18]=2)[CH2:13][CH2:12]1.Cl.[NH:27]1[C:35]2[C:30](=[CH:31][CH:32]=[CH:33][CH:34]=2)[CH2:29][CH:28]1[C:36]([O:38][CH2:39][CH3:40])=[O:37].CN(C(ON1N=NC2C=CC=CC1=2)=[N+](C)C)C.[B-](F)(F)(F)F.C(N(CC)CC)C.